Dataset: Reaction yield outcomes from USPTO patents with 853,638 reactions. Task: Predict the reaction yield, written as a fraction of the theoretical maximum amount of product (1.0 means a 100% yield; for example, 0.34 means a 34% yield). (1) The reactants are [C:1]1([N:7]2[C:19]3[CH:18]=[CH:17][CH:16]=[CH:15][C:14]=3[C:13]3[C:8]2=[CH:9][CH:10]=[CH:11][CH:12]=3)[CH:6]=[CH:5][CH:4]=[CH:3][CH:2]=1.[Br:20]N1C(=O)CCC1=O. The catalyst is C(O)(=O)C. The product is [Br:20][C:16]1[CH:17]=[CH:18][C:19]2[N:7]([C:1]3[CH:2]=[CH:3][CH:4]=[CH:5][CH:6]=3)[C:8]3[C:13]([C:14]=2[CH:15]=1)=[CH:12][CH:11]=[CH:10][CH:9]=3. The yield is 0.880. (2) The reactants are [C:1]([C:3]1[C:8]2[N:9]=[C:10]([N:12]3[CH2:15][CH:14]([CH2:16][C:17]([O:19][CH2:20][CH3:21])=[O:18])[CH2:13]3)[O:11][C:7]=2[C:6](F)=[C:5]([C:23]2[CH:28]=[CH:27][CH:26]=[CH:25][CH:24]=2)[C:4]=1[CH3:29])#[N:2].C(N(CC)CC)C.[CH3:37][N:38]([CH3:44])[C@H:39]1[CH2:43][CH2:42][NH:41][CH2:40]1. The catalyst is CS(C)=O. The product is [C:1]([C:3]1[C:8]2[N:9]=[C:10]([N:12]3[CH2:15][CH:14]([CH2:16][C:17]([O:19][CH2:20][CH3:21])=[O:18])[CH2:13]3)[O:11][C:7]=2[C:6]([N:41]2[CH2:42][CH2:43][C@H:39]([N:38]([CH3:44])[CH3:37])[CH2:40]2)=[C:5]([C:23]2[CH:28]=[CH:27][CH:26]=[CH:25][CH:24]=2)[C:4]=1[CH3:29])#[N:2]. The yield is 0.414. (3) The reactants are [OH:1][C:2]1[C:11]2[C:6](=[N:7][CH:8]=[CH:9][CH:10]=2)[N:5]([C:12]2[CH:17]=[CH:16][CH:15]=[CH:14][CH:13]=2)[C:4](=[O:18])[CH:3]=1.[N:19]1[CH:24]=[CH:23][C:22]([CH2:25][CH2:26][C:27](O)=[O:28])=[CH:21][CH:20]=1. The catalyst is O. The product is [OH:1][C:2]1[C:11]2[C:6](=[N:7][CH:8]=[CH:9][CH:10]=2)[N:5]([C:12]2[CH:13]=[CH:14][CH:15]=[CH:16][CH:17]=2)[C:4](=[O:18])[C:3]=1[C:27](=[O:28])[CH2:26][CH2:25][C:22]1[CH:23]=[CH:24][N:19]=[CH:20][CH:21]=1. The yield is 0.510. (4) The catalyst is C(Cl)Cl. The product is [NH2:16][CH2:15][CH2:14][NH:13][C:11](=[O:12])[C:10]1[CH:24]=[CH:25][C:26](/[CH:28]=[CH:29]/[CH:30]([C:35]2[CH:40]=[C:39]([Cl:41])[C:38]([Cl:42])=[C:37]([Cl:43])[CH:36]=2)[C:31]([F:34])([F:32])[F:33])=[CH:27][C:9]=1[Br:8]. The yield is 0.310. The reactants are C(O)(C(F)(F)F)=O.[Br:8][C:9]1[CH:27]=[C:26](/[CH:28]=[CH:29]/[CH:30]([C:35]2[CH:40]=[C:39]([Cl:41])[C:38]([Cl:42])=[C:37]([Cl:43])[CH:36]=2)[C:31]([F:34])([F:33])[F:32])[CH:25]=[CH:24][C:10]=1[C:11]([NH:13][CH2:14][CH2:15][NH:16]C(=O)OC(C)(C)C)=[O:12]. (5) The reactants are [OH:1][C:2]1[C:11]2[C:6](=[C:7]([OH:12])[CH:8]=[CH:9][CH:10]=2)[CH:5]=[CH:4][CH:3]=1.[OH-].[Na+].[H][H]. The catalyst is C(O)(C)C.[Pd]. The product is [OH:1][C:2]1[CH:3]=[CH:4][CH:5]=[C:6]2[C:11]=1[CH2:10][CH2:9][CH2:8][C:7]2=[O:12]. The yield is 0.600. (6) The reactants are [N+:1]([C:4]1[O:8][C:7]([C:9](Cl)=[O:10])=[CH:6][CH:5]=1)([O-:3])=[O:2].[CH:12]([NH:15][C:16](=[O:24])[CH2:17][N:18]1[CH2:23][CH2:22][NH:21][CH2:20][CH2:19]1)([CH3:14])[CH3:13]. The catalyst is C(Cl)Cl.CCN(CC)CC. The product is [CH:12]([NH:15][C:16](=[O:24])[CH2:17][N:18]1[CH2:23][CH2:22][N:21]([C:9]([C:7]2[O:8][C:4]([N+:1]([O-:3])=[O:2])=[CH:5][CH:6]=2)=[O:10])[CH2:20][CH2:19]1)([CH3:14])[CH3:13]. The yield is 0.500. (7) The reactants are Cl[C:2]1[C:7]([C:8]#[N:9])=[C:6]([C:10]2[CH:15]=[CH:14][C:13]([C:16]([F:19])([F:18])[F:17])=[CH:12][CH:11]=2)[N:5]=[C:4]([NH:20][CH:21]2[CH2:23][CH2:22]2)[N:3]=1.[SH:24][CH2:25][C:26]([NH2:28])=[O:27].C(=O)([O-])[O-].[Na+].[Na+]. The catalyst is CCO. The product is [C:8]([C:7]1[C:2]([S:24][CH2:25][C:26]([NH2:28])=[O:27])=[N:3][C:4]([NH:20][CH:21]2[CH2:23][CH2:22]2)=[N:5][C:6]=1[C:10]1[CH:15]=[CH:14][C:13]([C:16]([F:19])([F:18])[F:17])=[CH:12][CH:11]=1)#[N:9]. The yield is 0.950. (8) The reactants are Br[CH2:2][CH2:3][O:4][CH3:5].C(=O)([O-])[O-].[K+].[K+].[F:12][C:13]1[C:18]([OH:19])=[CH:17][N:16]=[C:15]2[N:20]([Si](C(C)C)(C(C)C)C(C)C)[CH:21]=[CH:22][C:14]=12. The catalyst is CN(C=O)C. The product is [F:12][C:13]1[C:18]([O:19][CH2:2][CH2:3][O:4][CH3:5])=[CH:17][N:16]=[C:15]2[NH:20][CH:21]=[CH:22][C:14]=12. The yield is 0.497.